From a dataset of Peptide-MHC class I binding affinity with 185,985 pairs from IEDB/IMGT. Regression. Given a peptide amino acid sequence and an MHC pseudo amino acid sequence, predict their binding affinity value. This is MHC class I binding data. The peptide sequence is VTTQRQSVY. The MHC is HLA-A23:01 with pseudo-sequence HLA-A23:01. The binding affinity (normalized) is 0.0847.